This data is from NCI-60 drug combinations with 297,098 pairs across 59 cell lines. The task is: Regression. Given two drug SMILES strings and cell line genomic features, predict the synergy score measuring deviation from expected non-interaction effect. Drug 1: C1=CC(=C2C(=C1NCCNCCO)C(=O)C3=C(C=CC(=C3C2=O)O)O)NCCNCCO. Drug 2: C1CN(P(=O)(OC1)NCCCl)CCCl. Cell line: NCI-H322M. Synergy scores: CSS=22.2, Synergy_ZIP=-2.52, Synergy_Bliss=2.51, Synergy_Loewe=-68.4, Synergy_HSA=2.18.